Task: Predict which catalyst facilitates the given reaction.. Dataset: Catalyst prediction with 721,799 reactions and 888 catalyst types from USPTO (1) Reactant: [OH:1][C:2]1[C:15]2[C:14](=[O:16])[C:13]3[C:8](=[CH:9][C:10]([OH:17])=[CH:11][CH:12]=3)[O:7][C:6]=2[CH:5]=[C:4]([N:18]2[CH2:23][CH2:22][O:21][CH2:20][CH2:19]2)[CH:3]=1.[H-].[Na+].Br[CH2:27][CH2:28][O:29][P:30](=[O:47])([O:39][CH2:40][C:41]1[CH:46]=[CH:45][CH:44]=[CH:43][CH:42]=1)[O:31][CH2:32][C:33]1[CH:38]=[CH:37][CH:36]=[CH:35][CH:34]=1. Product: [OH:1][C:2]1[CH:3]=[C:4]([N:18]2[CH2:19][CH2:20][O:21][CH2:22][CH2:23]2)[CH:5]=[C:6]2[C:15]=1[C:14](=[O:16])[C:13]1[CH:12]=[CH:11][C:10]([O:17][CH2:27][CH2:28][O:29][P:30](=[O:47])([O:39][CH2:40][C:41]3[CH:46]=[CH:45][CH:44]=[CH:43][CH:42]=3)[O:31][CH2:32][C:33]3[CH:38]=[CH:37][CH:36]=[CH:35][CH:34]=3)=[CH:9][C:8]=1[O:7]2. The catalyst class is: 31. (2) Reactant: [CH3:1][O:2][C:3]1[CH:4]=[C:5]([NH2:15])[CH:6]=[CH:7][C:8]=1[N:9]1[CH:13]=[C:12]([CH3:14])[N:11]=[CH:10]1.C(N(CC)CC)C.[N:23]1[C:30]([Cl:31])=[N:29][C:27](Cl)=[N:26][C:24]=1[Cl:25]. Product: [Cl:25][C:24]1[N:23]=[C:30]([Cl:31])[N:29]=[C:27]([NH:15][C:5]2[CH:6]=[CH:7][C:8]([N:9]3[CH:13]=[C:12]([CH3:14])[N:11]=[CH:10]3)=[C:3]([O:2][CH3:1])[CH:4]=2)[N:26]=1. The catalyst class is: 5.